This data is from Full USPTO retrosynthesis dataset with 1.9M reactions from patents (1976-2016). The task is: Predict the reactants needed to synthesize the given product. (1) Given the product [NH:11]1[C:15]2[CH:16]=[CH:17][CH:18]=[CH:19][C:14]=2[N:13]=[C:12]1[C@H:8]([NH:9][C:10]([NH:32][C:29]1([C:25]2[CH:24]=[C:23]([CH3:33])[CH:28]=[CH:27][CH:26]=2)[CH2:30][CH2:31]1)=[O:20])[CH2:7][C:6]1[CH:21]=[CH:22][C:3]([O:2][CH3:1])=[CH:4][CH:5]=1, predict the reactants needed to synthesize it. The reactants are: [CH3:1][O:2][C:3]1[CH:22]=[CH:21][C:6]([CH2:7][C@@H:8]2[C:12]3=[N:13][C:14]4[CH:19]=[CH:18][CH:17]=[CH:16][C:15]=4[N:11]3[C:10](=[O:20])[NH:9]2)=[CH:5][CH:4]=1.[C:23]1([CH3:33])[CH:28]=[CH:27][CH:26]=[C:25]([C:29]2([NH2:32])[CH2:31][CH2:30]2)[CH:24]=1.C(O)(C(F)(F)F)=O. (2) Given the product [NH2:35][C@@H:33]([C:29]1[CH:28]=[C:27]([CH2:26][C@@H:25]([NH:24][C:4]2[N:3]=[C:2]([CH3:1])[CH:7]=[C:6]([N:8]3[C:17]4[C:12](=[CH:13][CH:14]=[C:15]([C:18]5[CH:23]=[CH:22][CH:21]=[CH:20][CH:19]=5)[N:16]=4)[CH2:11][CH2:10][CH2:9]3)[N:5]=2)[CH3:43])[CH:32]=[CH:31][CH:30]=1)[CH3:34], predict the reactants needed to synthesize it. The reactants are: [CH3:1][C:2]1[CH:7]=[C:6]([N:8]2[C:17]3[C:12](=[CH:13][CH:14]=[C:15]([C:18]4[CH:23]=[CH:22][CH:21]=[CH:20][CH:19]=4)[N:16]=3)[CH2:11][CH2:10][CH2:9]2)[N:5]=[C:4]([NH:24][C@@H:25]([CH3:43])[CH2:26][C:27]2[CH:28]=[C:29]([C@H:33]([NH:35]C(=O)OC(C)(C)C)[CH3:34])[CH:30]=[CH:31][CH:32]=2)[N:3]=1.C(O)(C(F)(F)F)=O. (3) Given the product [CH3:2][S:3]([C:6]1[CH:11]=[CH:10][C:9]([C:12]2[CH2:17][CH2:16][CH:15]([O:18][CH2:19][CH:20]3[CH2:21][CH2:22][N:23]([C:26]#[N:28])[CH2:24][CH2:25]3)[CH2:14][CH:13]=2)=[CH:8][CH:7]=1)(=[O:5])=[O:4], predict the reactants needed to synthesize it. The reactants are: Cl.[CH3:2][S:3]([C:6]1[CH:11]=[CH:10][C:9]([C:12]2[CH2:17][CH2:16][CH:15]([O:18][CH2:19][CH:20]3[CH2:25][CH2:24][NH:23][CH2:22][CH2:21]3)[CH2:14][CH:13]=2)=[CH:8][CH:7]=1)(=[O:5])=[O:4].[CH2:26]([N:28](CC)CC)C.N#CBr.